This data is from Forward reaction prediction with 1.9M reactions from USPTO patents (1976-2016). The task is: Predict the product of the given reaction. (1) Given the reactants [C:1](P(C(C)(C)C)C1C=CC=CC=1C1C=CC=CC=1)([CH3:4])(C)[CH3:2].[O-:22]P([O-])([O-])=O.[K+].[K+].[K+].Cl[C:31]1[CH:36]=[CH:35][C:34]([F:37])=[CH:33][CH:32]=1.[O:38]1[CH2:43][CH2:42]OCC1, predict the reaction product. The product is: [F:37][C:34]1[CH:35]=[CH:36][C:31]([CH:42]2[C:43](=[O:38])[CH2:4][CH2:1][C:2]2=[O:22])=[CH:32][CH:33]=1. (2) Given the reactants Br[CH2:2][CH:3]1[CH2:5][CH2:4]1.[CH3:6][O:7][C:8](=[O:39])[C:9]1[CH:14]=[C:13]([NH:15][C:16]2[CH:21]=[CH:20][CH:19]=[CH:18][CH:17]=2)[CH:12]=[C:11]([C:22](=[O:38])[C:23]2[CH:28]=[CH:27][C:26]([N:29]([C:31]3[CH:36]=[CH:35][C:34]([Cl:37])=[CH:33][CH:32]=3)[CH3:30])=[CH:25][N:24]=2)[CH:10]=1.[H-].[Na+].Cl, predict the reaction product. The product is: [CH3:6][O:7][C:8](=[O:39])[C:9]1[CH:14]=[C:13]([N:15]([CH2:2][CH:3]2[CH2:5][CH2:4]2)[C:16]2[CH:21]=[CH:20][CH:19]=[CH:18][CH:17]=2)[CH:12]=[C:11]([C:22](=[O:38])[C:23]2[CH:28]=[CH:27][C:26]([N:29]([C:31]3[CH:32]=[CH:33][C:34]([Cl:37])=[CH:35][CH:36]=3)[CH3:30])=[CH:25][N:24]=2)[CH:10]=1.